Dataset: Full USPTO retrosynthesis dataset with 1.9M reactions from patents (1976-2016). Task: Predict the reactants needed to synthesize the given product. (1) The reactants are: [CH2:1]([N:3]([CH2:8][CH3:9])[CH2:4][CH2:5][C:6]#[CH:7])[CH3:2].[F:10][C:11]1[CH:12]=[C:13]([CH:15]=[CH:16][C:17]=1[O:18][C:19]1[CH:24]=[CH:23][N:22]=[C:21]2[CH:25]=[C:26](I)[S:27][C:20]=12)[NH2:14]. Given the product [CH2:1]([N:3]([CH2:8][CH3:9])[CH2:4][CH2:5][C:6]#[C:7][C:26]1[S:27][C:20]2[C:21](=[N:22][CH:23]=[CH:24][C:19]=2[O:18][C:17]2[CH:16]=[CH:15][C:13]([NH2:14])=[CH:12][C:11]=2[F:10])[CH:25]=1)[CH3:2], predict the reactants needed to synthesize it. (2) Given the product [Cl:1][C:2]1[CH:3]=[C:4]([C@@H:12]([CH2:22][CH:23]2[CH2:24][CH2:25][CH2:26][CH2:27]2)[C:13]([NH:15][C:16]2[CH:20]=[CH:19][N:18]([CH2:21][CH2:49][C:50]([OH:52])([CH3:53])[CH3:51])[N:17]=2)=[O:14])[CH:5]=[CH:6][C:7]=1[S:8]([CH3:11])(=[O:10])=[O:9], predict the reactants needed to synthesize it. The reactants are: [Cl:1][C:2]1[CH:3]=[C:4]([C@@H:12]([CH2:22][CH:23]2[CH2:27][CH2:26][CH2:25][CH2:24]2)[C:13]([NH:15][C:16]2[CH:20]=[CH:19][N:18]([CH3:21])[N:17]=2)=[O:14])[CH:5]=[CH:6][C:7]=1[S:8]([CH3:11])(=[O:10])=[O:9].C(Cl)(=O)C(Cl)=O.N1C(C)=CC=CC=1C.NC1C=CN(C[CH2:49][C:50]([CH3:53])([OH:52])[CH3:51])N=1. (3) Given the product [F:25][C:26]1[CH:27]=[CH:28][C:29]([CH2:30][O:31][C:32]2[CH:37]=[CH:36][N:35]([C:38]3[CH:43]=[CH:42][C:41]([O:44][CH2:45][CH2:46][NH2:47])=[CH:40][CH:39]=3)[C:34](=[O:50])[CH:33]=2)=[CH:51][CH:52]=1, predict the reactants needed to synthesize it. The reactants are: C1(P(C2C=CC=CC=2)C2C=CC=CC=2)C=CC=CC=1.C1COCC1.[F:25][C:26]1[CH:52]=[CH:51][C:29]([CH2:30][O:31][C:32]2[CH:37]=[CH:36][N:35]([C:38]3[CH:43]=[CH:42][C:41]([O:44][CH2:45][CH2:46][N:47]=[N+]=[N-])=[CH:40][CH:39]=3)[C:34](=[O:50])[CH:33]=2)=[CH:28][CH:27]=1.Cl. (4) Given the product [F:1][C:2]1[C:3]([NH:28][C@@H:29]([C:35]([CH3:38])([CH3:37])[CH3:36])[CH2:30][S:31]([OH:34])(=[O:33])=[O:32])=[N:48][C:5]([C:8]2[C:16]3[C:11](=[N:12][CH:13]=[C:14]([F:17])[CH:15]=3)[NH:10][CH:9]=2)=[N:6][CH:7]=1, predict the reactants needed to synthesize it. The reactants are: [F:1][C:2]1[C:3]([NH:28][C@@H:29]([C:35]([CH3:38])([CH3:37])[CH3:36])[CH2:30][S:31]([OH:34])(=[O:33])=[O:32])=C[C:5]([C:8]2[C:16]3[C:11](=[N:12][CH:13]=[C:14]([F:17])[CH:15]=3)[N:10](S(C3C=CC(C)=CC=3)(=O)=O)[CH:9]=2)=[N:6][CH:7]=1.C(O)(C(F)(F)F)=O.C(#[N:48])C.O. (5) Given the product [F:21][C:22]([F:24])([F:23])[S:25]([CH2:2][C@H:3]1[CH2:8][CH2:7][C@H:6]([C:9]2[N:10]=[N:11][N:12]3[C:17]=2[C:16]2[CH:18]=[CH:19][NH:20][C:15]=2[N:14]=[CH:13]3)[CH2:5][CH2:4]1)(=[O:27])=[O:26], predict the reactants needed to synthesize it. The reactants are: I[CH2:2][C@H:3]1[CH2:8][CH2:7][C@H:6]([C:9]2[N:10]=[N:11][N:12]3[C:17]=2[C:16]2[CH:18]=[CH:19][NH:20][C:15]=2[N:14]=[CH:13]3)[CH2:5][CH2:4]1.[F:21][C:22]([S:25]([O-:27])=[O:26])([F:24])[F:23].[Na+].O. (6) Given the product [ClH:35].[NH2:17][C@@H:14]1[CH2:15][CH2:16][C@H:11]([N:8]2[C:9](=[O:10])[C:4]3[CH:3]=[C:2]([F:1])[CH:34]=[N:33][C:5]=3[N:6]([C:26]3[CH:27]=[C:28]([C:11]4[CH:16]=[CH:15][CH:14]=[CH:13][CH:12]=4)[CH:29]=[CH:30][CH:31]=3)[C:7]2=[O:25])[CH2:12][CH2:13]1, predict the reactants needed to synthesize it. The reactants are: [F:1][C:2]1[CH:34]=[N:33][C:5]2[N:6]([C:26]3[CH:31]=[CH:30][CH:29]=[C:28](I)[CH:27]=3)[C:7](=[O:25])[N:8]([C@@H:11]3[CH2:16][CH2:15][C@H:14]([NH:17]C(=O)OC(C)(C)C)[CH2:13][CH2:12]3)[C:9](=[O:10])[C:4]=2[CH:3]=1.[ClH:35]. (7) Given the product [Cl:15][C:8]1[C:9]2[C:4](=[CH:3][C:2]([F:1])=[CH:11][CH:10]=2)[CH:5]=[CH:6][N:7]=1, predict the reactants needed to synthesize it. The reactants are: [F:1][C:2]1[CH:3]=[C:4]2[C:9](=[CH:10][CH:11]=1)[CH:8]=[N+:7]([O-])[CH:6]=[CH:5]2.P(Cl)(Cl)([Cl:15])=O.[OH-].[Na+].